Dataset: Reaction yield outcomes from USPTO patents with 853,638 reactions. Task: Predict the reaction yield, written as a fraction of the theoretical maximum amount of product (1.0 means a 100% yield; for example, 0.34 means a 34% yield). (1) The reactants are I[C:2]1[CH:30]=[CH:29][C:5]2[N:6]([CH2:10][C:11]3[CH:16]=[CH:15][C:14]([O:17][CH2:18][C:19]4[CH:20]=[N:21][C:22]([O:25][CH3:26])=[CH:23][CH:24]=4)=[C:13]([O:27][CH3:28])[CH:12]=3)[C:7]([NH2:9])=[N:8][C:4]=2[CH:3]=1.[CH3:31][N:32]1[CH2:37][CH2:36][NH:35][C:34](=[O:38])[CH2:33]1.CN[C@@H]1CCCC[C@H]1NC.P([O-])([O-])([O-])=O.[K+].[K+].[K+]. The catalyst is O1CCOCC1.[Cu]I. The product is [NH2:9][C:7]1[N:6]([CH2:10][C:11]2[CH:16]=[CH:15][C:14]([O:17][CH2:18][C:19]3[CH:20]=[N:21][C:22]([O:25][CH3:26])=[CH:23][CH:24]=3)=[C:13]([O:27][CH3:28])[CH:12]=2)[C:5]2[CH:4]=[CH:3][C:2]([N:35]3[CH2:36][CH2:37][N:32]([CH3:31])[CH2:33][C:34]3=[O:38])=[CH:30][C:29]=2[N:8]=1. The yield is 0.120. (2) The reactants are [CH3:1][CH:2]1[CH:7]([C:8]([C:10]2[N:11]=[CH:12][S:13][CH:14]=2)=O)[C:6](=O)[CH2:5][CH2:4][N:3]1[C:16]([O:18][C:19]([CH3:22])([CH3:21])[CH3:20])=[O:17].CC1CC(=O)C(C(C2N=CSC=2)=O)CN1C(OC(C)(C)C)=O.NN.O.CC1N(C(OC(C)(C)C)=O)CC2C(C3N=CSC=3)=[N:63][NH:64]C=2C1. The catalyst is CCO. The product is [CH3:1][CH:2]1[C:7]2[C:8]([C:10]3[N:11]=[CH:12][S:13][CH:14]=3)=[N:63][NH:64][C:6]=2[CH2:5][CH2:4][N:3]1[C:16]([O:18][C:19]([CH3:22])([CH3:21])[CH3:20])=[O:17]. The yield is 0.389.